Task: Predict the reaction yield, written as a fraction of the theoretical maximum amount of product (1.0 means a 100% yield; for example, 0.34 means a 34% yield).. Dataset: Reaction yield outcomes from USPTO patents with 853,638 reactions (1) The reactants are C([NH:5][S:6]([C:9]1[CH:10]=[C:11]([C:15]2[CH:20]=[CH:19][CH:18]=[C:17]([C:21]3[N:26]=[C:25]([C:27]4[CH:32]=[CH:31][C:30]([C:33]([F:36])([F:35])[F:34])=[C:29]([F:37])[CH:28]=4)[CH:24]=[C:23]([C:38]([F:41])([F:40])[F:39])[N:22]=3)[CH:16]=2)[CH:12]=[CH:13][CH:14]=1)(=[O:8])=[O:7])(C)(C)C.C(O)(C(F)(F)F)=O. The yield is 0.500. The catalyst is ClCCl. The product is [F:37][C:29]1[CH:28]=[C:27]([C:25]2[CH:24]=[C:23]([C:38]([F:39])([F:41])[F:40])[N:22]=[C:21]([C:17]3[CH:16]=[C:15]([C:11]4[CH:12]=[CH:13][CH:14]=[C:9]([S:6]([NH2:5])(=[O:8])=[O:7])[CH:10]=4)[CH:20]=[CH:19][CH:18]=3)[N:26]=2)[CH:32]=[CH:31][C:30]=1[C:33]([F:34])([F:36])[F:35]. (2) The reactants are [NH2:1][C:2]1[CH:9]=[CH:8][C:5]([CH2:6][OH:7])=[CH:4][CH:3]=1.C(N(CC)C(C)C)(C)C.[C:19](Cl)(=[O:22])[CH:20]=[CH2:21].C(OCC)(=O)C. The catalyst is ClCCl.O1CCCC1. The product is [OH:7][CH2:6][C:5]1[CH:8]=[CH:9][C:2]([NH:1][C:19](=[O:22])[CH:20]=[CH2:21])=[CH:3][CH:4]=1. The yield is 0.985. (3) The reactants are [NH2:1][C:2]1[N:6]=[CH:5][NH:4][N:3]=1.[OH:7][C:8]([CH3:20])([CH3:19])[CH2:9][O:10][C:11]1([CH3:18])[CH2:16][CH2:15][C:14](=O)[CH2:13][CH2:12]1.C(O[BH-](OC(=O)C)OC(=O)C)(=O)C.[Na+]. The catalyst is C(O)(=O)C. The product is [CH3:20][C:8]([OH:7])([CH3:19])[CH2:9][O:10][C:11]1([CH3:18])[CH2:16][CH2:15][CH:14]([NH:1][C:2]2[N:6]=[CH:5][NH:4][N:3]=2)[CH2:13][CH2:12]1. The yield is 0.540. (4) The reactants are [N:1]1[CH:6]=[CH:5][C:4]([C:7](=O)[CH2:8][C:9]([O:11]CC)=O)=[CH:3][CH:2]=1.Cl.[CH3:16][C:17]1([CH3:24])[CH2:22][NH:21][C:20]([NH2:23])=[N:19][CH2:18]1.C(=O)([O-])[O-].[K+].[K+]. The catalyst is C(O)C.ClCCl. The product is [CH3:16][C:17]1([CH3:24])[CH2:22][N:21]2[C:9](=[O:11])[CH:8]=[C:7]([C:4]3[CH:3]=[CH:2][N:1]=[CH:6][CH:5]=3)[N:23]=[C:20]2[NH:19][CH2:18]1. The yield is 0.800. (5) The reactants are Br[C:2]1[CH:7]=[CH:6][C:5]([Br:8])=[CH:4][N:3]=1.[Zn](CC)[CH2:10][CH3:11]. The catalyst is C1COCC1.C1C=CC([P]([Pd]([P](C2C=CC=CC=2)(C2C=CC=CC=2)C2C=CC=CC=2)([P](C2C=CC=CC=2)(C2C=CC=CC=2)C2C=CC=CC=2)[P](C2C=CC=CC=2)(C2C=CC=CC=2)C2C=CC=CC=2)(C2C=CC=CC=2)C2C=CC=CC=2)=CC=1. The product is [Br:8][C:5]1[CH:6]=[CH:7][C:2]([CH2:10][CH3:11])=[N:3][CH:4]=1. The yield is 0.380. (6) The reactants are [OH:1][C:2]1[CH:7]=[C:6]([OH:8])[CH:5]=[CH:4][C:3]=1[C:9](=[O:20])[CH2:10][C:11]1[CH:19]=[CH:18][C:14]([C:15]([NH2:17])=O)=[CH:13][CH:12]=1.C(N(CC)CC)C.[C:28](O[C:28]([C:30]([F:33])([F:32])[F:31])=O)([C:30]([F:33])([F:32])[F:31])=O. The catalyst is C(Cl)Cl. The product is [OH:8][C:6]1[CH:7]=[C:2]2[C:3]([C:9](=[O:20])[C:10]([C:11]3[CH:19]=[CH:18][C:14]([C:15]#[N:17])=[CH:13][CH:12]=3)=[C:28]([C:30]([F:33])([F:32])[F:31])[O:1]2)=[CH:4][CH:5]=1. The yield is 0.195.